This data is from Forward reaction prediction with 1.9M reactions from USPTO patents (1976-2016). The task is: Predict the product of the given reaction. (1) Given the reactants [Cl:1][C:2]1[CH:7]=[CH:6][C:5](F)=[C:4]([N+:9]([O-:11])=[O:10])[CH:3]=1.[C:12]([OH:21])(=[O:20])[C:13]1[C:14](=[CH:16][CH:17]=[CH:18][CH:19]=1)[NH2:15].C(=O)([O-])[O-].[K+].[K+].[OH-].[Na+], predict the reaction product. The product is: [Cl:1][C:2]1[CH:7]=[CH:6][C:5]([NH:15][C:14]2[CH:16]=[CH:17][CH:18]=[CH:19][C:13]=2[C:12]([OH:21])=[O:20])=[C:4]([N+:9]([O-:11])=[O:10])[CH:3]=1. (2) Given the reactants [CH3:1][O:2][C:3]([C:5]1[C:6]([OH:24])=[C:7]2[C:12](=[CH:13][N:14]=1)[N:11]([CH2:15][C:16]1[CH:21]=[CH:20][CH:19]=[CH:18][CH:17]=1)[C:10](=[O:22])[C:9](Br)=[CH:8]2)=[O:4].[Br-].[CH2:26]([Zn+])[C:27]1[CH:32]=[CH:31][CH:30]=[CH:29][CH:28]=1.Cl.CCOC(C)=O, predict the reaction product. The product is: [CH3:1][O:2][C:3]([C:5]1[C:6]([OH:24])=[C:7]2[C:12](=[CH:13][N:14]=1)[N:11]([CH2:15][C:16]1[CH:21]=[CH:20][CH:19]=[CH:18][CH:17]=1)[C:10](=[O:22])[C:9]([CH2:26][C:27]1[CH:32]=[CH:31][CH:30]=[CH:29][CH:28]=1)=[CH:8]2)=[O:4]. (3) The product is: [CH3:1][N:2]1[C:6]2[C:7]3[CH:8]=[C:9]([N+:15]([O-:17])=[O:16])[CH:10]=[CH:11][C:12]=3[S:13](=[O:31])(=[O:28])[CH2:14][C:5]=2[C:4]([C:18]([N:20]2[CH2:25][CH2:24][O:23][CH2:22][CH2:21]2)=[O:19])=[N:3]1. Given the reactants [CH3:1][N:2]1[C:6]2[C:7]3[CH:8]=[C:9]([N+:15]([O-:17])=[O:16])[CH:10]=[CH:11][C:12]=3[S:13][CH2:14][C:5]=2[C:4]([C:18]([N:20]2[CH2:25][CH2:24][O:23][CH2:22][CH2:21]2)=[O:19])=[N:3]1.OO.[OH2:28].C(O)(=[O:31])C, predict the reaction product. (4) Given the reactants Br[C:2]1[CH:3]=[C:4]2[C:9]([S:10][CH2:11][CH3:12])=[C:8]([C:13]([NH2:15])=[O:14])[CH:7]=[N:6][N:5]2[CH:16]=1.[C:17]1(B(O)O)[CH:22]=[CH:21][CH:20]=[CH:19][CH:18]=1.P([O-])([O-])([O-])=O.[K+].[K+].[K+].C1(P(C2CCCCC2)C2C=CC=CC=2C2C(C(C)C)=CC(C(C)C)=CC=2C(C)C)CCCCC1, predict the reaction product. The product is: [CH2:11]([S:10][C:9]1[C:4]2[N:5]([CH:16]=[C:2]([C:17]3[CH:22]=[CH:21][CH:20]=[CH:19][CH:18]=3)[CH:3]=2)[N:6]=[CH:7][C:8]=1[C:13]([NH2:15])=[O:14])[CH3:12]. (5) Given the reactants [C:1]1([CH:7]2[CH2:11][CH2:10][NH:9][C:8]2=[O:12])[CH:6]=[CH:5][CH:4]=[CH:3][CH:2]=1.[CH:13]1([CH2:16]Br)[CH2:15][CH2:14]1.CN(C)C=O.[H-].[Na+], predict the reaction product. The product is: [CH:13]1([CH2:16][N:9]2[CH2:10][CH2:11][CH:7]([C:1]3[CH:2]=[CH:3][CH:4]=[CH:5][CH:6]=3)[C:8]2=[O:12])[CH2:15][CH2:14]1. (6) Given the reactants [NH:1]1[C:5]2=[N:6][CH:7]=[CH:8][CH:9]=[C:4]2[CH:3]=[CH:2]1.[OH-].[K+].[OH:12][C@@H:13]1[CH2:18][CH2:17][CH2:16][CH2:15][C@H:14]1[NH:19][C:20]1[S:21][C:22]2[CH:28]=[C:27]([CH:29]=[O:30])[CH:26]=[CH:25][C:23]=2[N:24]=1.[CH3:31]O, predict the reaction product. The product is: [CH3:31][O:30][CH:29]([C:3]1[C:4]2[C:5](=[N:6][CH:7]=[CH:8][CH:9]=2)[NH:1][CH:2]=1)[C:27]1[CH:26]=[CH:25][C:23]2[N:24]=[C:20]([NH:19][C@@H:14]3[CH2:15][CH2:16][CH2:17][CH2:18][C@H:13]3[OH:12])[S:21][C:22]=2[CH:28]=1.